This data is from Catalyst prediction with 721,799 reactions and 888 catalyst types from USPTO. The task is: Predict which catalyst facilitates the given reaction. Reactant: [NH2:1][C:2]1[CH:7]=[C:6]([C:8]([F:11])([F:10])[F:9])[C:5]([CH3:12])=[CH:4][C:3]=1[NH:13][CH:14]1[CH2:19][CH2:18][N:17]([C:20]([O:22][C:23]([CH3:26])([CH3:25])[CH3:24])=[O:21])[CH2:16][CH2:15]1.C1N=CN([C:32](N2C=NC=C2)=[O:33])C=1. Product: [CH3:12][C:5]1[C:6]([C:8]([F:11])([F:10])[F:9])=[CH:7][C:2]2[NH:1][C:32](=[O:33])[N:13]([CH:14]3[CH2:15][CH2:16][N:17]([C:20]([O:22][C:23]([CH3:26])([CH3:25])[CH3:24])=[O:21])[CH2:18][CH2:19]3)[C:3]=2[CH:4]=1. The catalyst class is: 7.